This data is from Peptide-MHC class I binding affinity with 185,985 pairs from IEDB/IMGT. The task is: Regression. Given a peptide amino acid sequence and an MHC pseudo amino acid sequence, predict their binding affinity value. This is MHC class I binding data. (1) The peptide sequence is ALVEICTEMEK. The MHC is HLA-A01:01 with pseudo-sequence HLA-A01:01. The binding affinity (normalized) is 0. (2) The peptide sequence is SVKGRFTI. The MHC is Mamu-B17 with pseudo-sequence Mamu-B17. The binding affinity (normalized) is 0. (3) The peptide sequence is MRDHTITLL. The MHC is Mamu-A20102 with pseudo-sequence Mamu-A20102. The binding affinity (normalized) is 0.